Dataset: Full USPTO retrosynthesis dataset with 1.9M reactions from patents (1976-2016). Task: Predict the reactants needed to synthesize the given product. (1) Given the product [CH3:20][O:19][C:16]1[CH:17]=[CH:18][C:13]([CH2:12][N:10]2[CH:11]=[C:7]([C:5]3[N:6]=[C:2]([NH:29][C:26]4[N:25]=[C:24]([CH3:23])[S:28][N:27]=4)[S:3][C:4]=3[C:21]#[N:22])[CH:8]=[N:9]2)=[CH:14][CH:15]=1, predict the reactants needed to synthesize it. The reactants are: Br[C:2]1[S:3][C:4]([C:21]#[N:22])=[C:5]([C:7]2[CH:8]=[N:9][N:10]([CH2:12][C:13]3[CH:18]=[CH:17][C:16]([O:19][CH3:20])=[CH:15][CH:14]=3)[CH:11]=2)[N:6]=1.[CH3:23][C:24]1[S:28][N:27]=[C:26]([NH2:29])[N:25]=1.CC1(C)C2C(=C(P(C3C=CC=CC=3)C3C=CC=CC=3)C=CC=2)OC2C(P(C3C=CC=CC=3)C3C=CC=CC=3)=CC=CC1=2.C([O-])([O-])=O.[K+].[K+]. (2) Given the product [Cl:1][C:2]1[N:7]=[C:6]([N:27]2[CH2:28][CH:25]([O:24][C:23]3[CH:22]=[CH:21][C:20]([F:19])=[CH:30][CH:29]=3)[CH2:26]2)[CH:5]=[CH:4][N:3]=1, predict the reactants needed to synthesize it. The reactants are: [Cl:1][C:2]1[N:7]=[C:6](Cl)[CH:5]=[CH:4][N:3]=1.C(N(C(C)C)C(C)C)C.Cl.[F:19][C:20]1[CH:30]=[CH:29][C:23]([O:24][CH:25]2[CH2:28][NH:27][CH2:26]2)=[CH:22][CH:21]=1. (3) Given the product [ClH:32].[C:1]([C:5]1[C:6]([Cl:32])=[C:7]([C:11]2[NH:15][C:14]3[C:16]([C:28]([F:31])([F:30])[F:29])=[CH:17][C:18]([C:20]4[C:21]([F:27])=[CH:22][CH:23]=[CH:24][C:25]=4[F:26])=[CH:19][C:13]=3[N:12]=2)[N:8]([CH3:10])[N:9]=1)([CH3:4])([CH3:2])[CH3:3], predict the reactants needed to synthesize it. The reactants are: [C:1]([C:5]1[C:6]([Cl:32])=[C:7]([C:11]2[NH:15][C:14]3[C:16]([C:28]([F:31])([F:30])[F:29])=[CH:17][C:18]([C:20]4[C:25]([F:26])=[CH:24][CH:23]=[CH:22][C:21]=4[F:27])=[CH:19][C:13]=3[N:12]=2)[N:8]([CH3:10])[N:9]=1)([CH3:4])([CH3:3])[CH3:2].Cl. (4) Given the product [CH2:1]([O:8][C:9](=[O:10])[NH:11][C@@H:12]([CH3:29])[CH2:13][N:14]1[C:22]2[C:17](=[CH:18][CH:19]=[C:20]3[O:25][C:24]([C:26](=[O:27])[NH2:32])=[CH:23][C:21]3=2)[CH:16]=[N:15]1)[C:2]1[CH:3]=[CH:4][CH:5]=[CH:6][CH:7]=1, predict the reactants needed to synthesize it. The reactants are: [CH2:1]([O:8][C:9]([NH:11][C@@H:12]([CH3:29])[CH2:13][N:14]1[C:22]2[C:17](=[CH:18][CH:19]=[C:20]3[O:25][C:24]([C:26](O)=[O:27])=[CH:23][C:21]3=2)[CH:16]=[N:15]1)=[O:10])[C:2]1[CH:7]=[CH:6][CH:5]=[CH:4][CH:3]=1.O.O[N:32]1C2C=CC=CC=2N=N1.Cl.CN(C)CCCN=C=NCC.N.O1CCOCC1.[Cl-].[NH4+]. (5) Given the product [CH:16]1([CH:13]([C:11]2[C:10]([CH3:15])=[N:9][N:8]([C:3]3[CH:4]=[CH:5][CH:6]=[CH:7][C:2]=3[Cl:1])[CH:12]=2)[OH:14])[CH2:21][CH2:20][CH2:19][CH2:18][CH2:17]1, predict the reactants needed to synthesize it. The reactants are: [Cl:1][C:2]1[CH:7]=[CH:6][CH:5]=[CH:4][C:3]=1[N:8]1[CH:12]=[C:11]([CH:13]=[O:14])[C:10]([CH3:15])=[N:9]1.[CH:16]1([Mg]Br)[CH2:21][CH2:20][CH2:19][CH2:18][CH2:17]1. (6) The reactants are: Br[C:2]1[CH:3]=[C:4]([C:15]2([C:19]([O:21][CH2:22][CH3:23])=[O:20])[CH2:18][CH2:17][CH2:16]2)[CH:5]=[C:6]([Cl:14])[C:7]=1[O:8][CH2:9][C:10]([F:13])([F:12])[F:11].[CH3:24][C:25]1[CH:30]=[CH:29][C:28](B(O)O)=[CH:27][CH:26]=1.[F-].[Cs+]. Given the product [Cl:14][C:6]1[CH:5]=[C:4]([C:15]2([C:19]([O:21][CH2:22][CH3:23])=[O:20])[CH2:18][CH2:17][CH2:16]2)[CH:3]=[C:2]([C:28]2[CH:29]=[CH:30][C:25]([CH3:24])=[CH:26][CH:27]=2)[C:7]=1[O:8][CH2:9][C:10]([F:13])([F:12])[F:11], predict the reactants needed to synthesize it.